The task is: Predict the product of the given reaction.. This data is from Forward reaction prediction with 1.9M reactions from USPTO patents (1976-2016). (1) Given the reactants [Cl:1][C:2]1[CH:7]=[CH:6][C:5]([Cl:8])=[CH:4][C:3]=1[CH:9]([CH2:12][OH:13])[C:10]#[N:11].[OH:14][CH2:15][CH2:16]C#N, predict the reaction product. The product is: [C:15]([O:13][CH2:12][CH:9]([C:3]1[CH:4]=[C:5]([Cl:8])[CH:6]=[CH:7][C:2]=1[Cl:1])[C:10]#[N:11])(=[O:14])[CH3:16]. (2) Given the reactants [N+:1]([C:4]1[CH:5]=[C:6]2[C:10](=[CH:11][CH:12]=1)[NH:9][CH:8]=[CH:7]2)([O-:3])=[O:2].Cl.Cl[C:15]1[CH:20]=[CH:19][N:18]=[CH:17][CH:16]=1.CC(C)([O-])C.[K+].O, predict the reaction product. The product is: [N+:1]([C:4]1[CH:5]=[C:6]2[C:10](=[CH:11][CH:12]=1)[N:9]([C:15]1[CH:20]=[CH:19][N:18]=[CH:17][CH:16]=1)[CH:8]=[CH:7]2)([O-:3])=[O:2]. (3) Given the reactants [O:1]1[C:5]2[CH:6]=[CH:7][CH:8]=[CH:9][C:4]=2[CH:3]=[CH:2]1.C(=O)=O.[Li]CCCC.[C:18](OCC)(=[O:24])[C:19]([O:21][CH2:22][CH3:23])=[O:20], predict the reaction product. The product is: [O:1]1[C:5]2[CH:6]=[CH:7][CH:8]=[CH:9][C:4]=2[CH:3]=[C:2]1[C:18](=[O:24])[C:19]([O:21][CH2:22][CH3:23])=[O:20].